This data is from Reaction yield outcomes from USPTO patents with 853,638 reactions. The task is: Predict the reaction yield, written as a fraction of the theoretical maximum amount of product (1.0 means a 100% yield; for example, 0.34 means a 34% yield). (1) The product is [CH2:1]([O:8][C:9]([C@H:11]1[CH2:16][CH2:15][NH:14][CH2:13][C@H:12]1[C:24]([O:26][CH3:27])=[O:25])=[O:10])[C:2]1[CH:7]=[CH:6][CH:5]=[CH:4][CH:3]=1. The reactants are [CH2:1]([O:8][C:9]([C@H:11]1[CH2:16][CH2:15][N:14](C(OC(C)(C)C)=O)[CH2:13][C@H:12]1[C:24]([O:26][CH3:27])=[O:25])=[O:10])[C:2]1[CH:7]=[CH:6][CH:5]=[CH:4][CH:3]=1.C(O)(C(F)(F)F)=O. The yield is 0.810. The catalyst is ClCCl. (2) The reactants are [Cl:1][C:2]1[CH:7]=[CH:6][CH:5]=[CH:4][C:3]=1/[CH:8]=[C:9](\[C:17]([C:19]1[CH:24]=[CH:23][CH:22]=[CH:21][C:20]=1[OH:25])=[O:18])/C(OC(C)(C)C)=O.C1(C)C=CC(S(O)(=O)=O)=CC=1. The catalyst is NC(N)=S.C1(C)C=CC=CC=1. The product is [Cl:1][C:2]1[CH:7]=[CH:6][CH:5]=[CH:4][C:3]=1[C@H:8]1[CH2:9][C:17](=[O:18])[C:19]2[C:20](=[CH:21][CH:22]=[CH:23][CH:24]=2)[O:25]1. The yield is 0.670. (3) The reactants are [CH2:1]([C@@:8]1([O:14][C@H:13]([CH2:15][O:16][C:17](=[O:22])[C:18]([CH3:21])([CH3:20])[CH3:19])[C@H:12]([CH2:23][OH:24])[C@@:10]1([CH2:25][O:26][CH3:27])[OH:11])[OH:9])[C:2]1[CH:7]=[CH:6][CH:5]=[CH:4][CH:3]=1.N1C=CN=C1.[Si:33](Cl)([C:36]([CH3:39])([CH3:38])[CH3:37])([CH3:35])[CH3:34]. The catalyst is CN(C=O)C.C(OCC)C. The product is [CH2:1]([C@@:8]1([O:14][C@H:13]([CH2:15][O:16][C:17](=[O:22])[C:18]([CH3:21])([CH3:20])[CH3:19])[C@H:12]([CH2:23][O:24][Si:33]([C:36]([CH3:39])([CH3:38])[CH3:37])([CH3:35])[CH3:34])[C@@:10]1([CH2:25][O:26][CH3:27])[OH:11])[OH:9])[C:2]1[CH:7]=[CH:6][CH:5]=[CH:4][CH:3]=1. The yield is 0.990.